Predict the reactants needed to synthesize the given product. From a dataset of Full USPTO retrosynthesis dataset with 1.9M reactions from patents (1976-2016). (1) Given the product [F:1][C:2]1[CH:3]=[CH:4][C:5]([CH:8]([OH:26])[CH:9]([CH2:15][C:16]2[CH:21]=[CH:20][CH:19]=[C:18]([O:22][CH:23]([CH3:24])[CH3:25])[CH:17]=2)[C:10]([OH:12])=[O:11])=[CH:6][CH:7]=1, predict the reactants needed to synthesize it. The reactants are: [F:1][C:2]1[CH:7]=[CH:6][C:5]([CH:8]([OH:26])[CH:9]([CH2:15][C:16]2[CH:21]=[CH:20][CH:19]=[C:18]([O:22][CH:23]([CH3:25])[CH3:24])[CH:17]=2)[C:10]([O:12]CC)=[O:11])=[CH:4][CH:3]=1.[OH-].[Na+].Cl. (2) The reactants are: [CH3:1][C:2]([CH3:24])([CH3:23])[CH2:3][N:4]1[C:8]2=[N:9][C:10]([C:13]#[C:14][C:15]3[CH:20]=[CH:19][C:18]([F:21])=[CH:17][CH:16]=3)=[CH:11][CH:12]=[C:7]2[N:6]=[C:5]1[NH2:22].C. Given the product [CH3:1][C:2]([CH3:24])([CH3:23])[CH2:3][N:4]1[C:8]2=[N:9][C:10]([CH2:13][CH2:14][C:15]3[CH:16]=[CH:17][C:18]([F:21])=[CH:19][CH:20]=3)=[CH:11][CH:12]=[C:7]2[N:6]=[C:5]1[NH2:22], predict the reactants needed to synthesize it. (3) The reactants are: CO[C:3]1[CH:8]=[CH:7][CH:6]=[CH:5][C:4]=1[S:9][CH2:10][CH2:11][CH2:12][N:13]([C@H:29]1[CH2:34][CH2:33][C@H:32]([CH3:35])[CH2:31][CH2:30]1)[C:14](=[O:28])[NH:15][C:16]1[S:17][C:18]([S:21][C:22]([CH3:27])([CH3:26])[C:23]([OH:25])=[O:24])=[CH:19][N:20]=1.C(OC(=O)C(SC1SC(N)=NC=1)(C)C)C.[Cl:51]C1C=CC=CC=1S. Given the product [Cl:51][C:3]1[CH:8]=[CH:7][CH:6]=[CH:5][C:4]=1[S:9][CH2:10][CH2:11][CH2:12][N:13]([C@H:29]1[CH2:34][CH2:33][C@H:32]([CH3:35])[CH2:31][CH2:30]1)[C:14](=[O:28])[NH:15][C:16]1[S:17][C:18]([S:21][C:22]([CH3:27])([CH3:26])[C:23]([OH:25])=[O:24])=[CH:19][N:20]=1, predict the reactants needed to synthesize it.